Predict the reaction yield, written as a fraction of the theoretical maximum amount of product (1.0 means a 100% yield; for example, 0.34 means a 34% yield). From a dataset of Reaction yield outcomes from USPTO patents with 853,638 reactions. (1) The reactants are [OH-].[Na+].C([O:5][C:6]([C:8]1[NH:9][CH:10]=[C:11]([CH2:14][CH2:15][C:16]2[CH:21]=[CH:20][C:19]([Cl:22])=[CH:18][CH:17]=2)[C:12]=1[CH3:13])=[O:7])C. The catalyst is O1CCOCC1.O. The product is [Cl:22][C:19]1[CH:18]=[CH:17][C:16]([CH2:15][CH2:14][C:11]2[C:12]([CH3:13])=[C:8]([C:6]([OH:7])=[O:5])[NH:9][CH:10]=2)=[CH:21][CH:20]=1. The yield is 0.660. (2) The reactants are Cl[C:2]1[CH:7]=[C:6]([NH:8][C:9]2[CH:18]=[CH:17][CH:16]=[CH:15][C:10]=2[C:11]([NH:13][CH3:14])=[O:12])[C:5]([C:19]([F:22])([F:21])[F:20])=[CH:4][N:3]=1.[CH3:23][O:24][C:25]1[CH:30]=[C:29]([N:31]2[CH2:36][CH2:35][O:34][CH2:33][CH2:32]2)[CH:28]=[CH:27][C:26]=1[NH2:37].Cl.O1CCOCC1. The catalyst is O. The product is [CH3:14][NH:13][C:11](=[O:12])[C:10]1[CH:15]=[CH:16][CH:17]=[CH:18][C:9]=1[NH:8][C:6]1[C:5]([C:19]([F:22])([F:21])[F:20])=[CH:4][N:3]=[C:2]([NH:37][C:26]2[CH:27]=[CH:28][C:29]([N:31]3[CH2:32][CH2:33][O:34][CH2:35][CH2:36]3)=[CH:30][C:25]=2[O:24][CH3:23])[CH:7]=1. The yield is 0.467. (3) The reactants are CS(C)=O.C(Cl)(=O)C(Cl)=O.[CH2:11]([N:18]1[C:22]([CH2:23][OH:24])=[CH:21][C:20]([O:25][CH:26]([CH3:28])[CH3:27])=[N:19]1)[C:12]1[CH:17]=[CH:16][CH:15]=[CH:14][CH:13]=1.Cl. The catalyst is ClCCl.C(N(CC)CC)C. The product is [CH2:11]([N:18]1[C:22]([CH:23]=[O:24])=[CH:21][C:20]([O:25][CH:26]([CH3:28])[CH3:27])=[N:19]1)[C:12]1[CH:13]=[CH:14][CH:15]=[CH:16][CH:17]=1. The yield is 0.950.